From a dataset of Full USPTO retrosynthesis dataset with 1.9M reactions from patents (1976-2016). Predict the reactants needed to synthesize the given product. (1) The reactants are: C([CH:3]1[CH2:26][NH:25][C:6]2=[N:7][C:8]([C:18]3[CH:23]=[CH:22][C:21]([CH3:24])=[CH:20][CH:19]=3)=[C:9]([C:11]3[CH:16]=[CH:15][C:14]([CH3:17])=[CH:13][CH:12]=3)[N:10]=[C:5]2[CH2:4]1)C.Cl[C:28]1N=C(N)C(N)=C[CH:29]=1. Given the product [CH2:28]([CH:26]1[NH:25][C:6]2=[N:7][C:8]([C:18]3[CH:23]=[CH:22][C:21]([CH3:24])=[CH:20][CH:19]=3)=[C:9]([C:11]3[CH:16]=[CH:15][C:14]([CH3:17])=[CH:13][CH:12]=3)[N:10]=[C:5]2[CH2:4][CH2:3]1)[CH3:29], predict the reactants needed to synthesize it. (2) Given the product [S:1]1[CH:5]=[CH:4][CH:3]=[C:2]1[CH2:6][CH2:7][CH2:8][OH:9], predict the reactants needed to synthesize it. The reactants are: [S:1]1[CH:5]=[CH:4][CH:3]=[C:2]1[CH2:6][CH2:7][C:8](O)=[O:9].CO.CCOCC.C(OCC)(=O)C. (3) The reactants are: [CH2:1]([CH:3]([CH2:10][CH2:11][CH2:12][CH3:13])[CH2:4]C1SC=CC=1)[CH3:2].S1C=CC=C1.C([Li])CCC.CCCCCC.CC[Br:32]. Given the product [CH2:1]([CH:3]([CH2:10][CH2:11][CH2:12][CH3:13])[CH2:4][Br:32])[CH3:2], predict the reactants needed to synthesize it.